Dataset: Forward reaction prediction with 1.9M reactions from USPTO patents (1976-2016). Task: Predict the product of the given reaction. (1) The product is: [F:40][C:19]([F:18])([F:39])[C:20]1[CH:25]=[C:24]([C:26]([F:29])([F:27])[F:28])[CH:23]=[CH:22][C:21]=1[N:30]1[CH:35]=[CH:34][C:33]([CH2:36][N:14]2[CH:13]=[C:12]3[N:17]=[C:9]([C:3]4[CH:4]=[CH:5][CH:6]=[C:7]([F:8])[C:2]=4[F:1])[N:10]=[C:11]3[CH:16]=[N:15]2)=[CH:32][C:31]1=[O:38]. Given the reactants [F:1][C:2]1[C:7]([F:8])=[CH:6][CH:5]=[CH:4][C:3]=1[C:9]1[N:17]=[C:12]2[CH:13]=[N:14][NH:15][CH:16]=[C:11]2[N:10]=1.[F:18][C:19]([F:40])([F:39])[C:20]1[CH:25]=[C:24]([C:26]([F:29])([F:28])[F:27])[CH:23]=[CH:22][C:21]=1[N:30]1[CH:35]=[CH:34][C:33]([CH2:36]Br)=[CH:32][C:31]1=[O:38], predict the reaction product. (2) Given the reactants [C:1]([O:5][C:6]([N:8]1[CH2:13][CH2:12][CH:11]([C:14]([OH:16])=O)[CH2:10][CH2:9]1)=[O:7])([CH3:4])([CH3:3])[CH3:2].[CH3:17][CH:18]1[CH2:23][NH:22][CH2:21][CH:20]([CH3:24])[NH:19]1.C(Cl)CCl, predict the reaction product. The product is: [C:1]([O:5][C:6]([N:8]1[CH2:9][CH2:10][CH:11]([C:14]([N:22]2[CH2:21][CH:20]([CH3:24])[NH:19][CH:18]([CH3:17])[CH2:23]2)=[O:16])[CH2:12][CH2:13]1)=[O:7])([CH3:2])([CH3:3])[CH3:4]. (3) Given the reactants [NH2:1][C:2]1[N:6]=[C:5]([CH:7]([CH3:9])[CH3:8])[NH:4][N:3]=1.[C:10]1([CH:16]([C:22](OCC)=[O:23])[C:17](OCC)=[O:18])[CH:15]=[CH:14][CH:13]=[CH:12][CH:11]=1, predict the reaction product. The product is: [CH:7]([C:5]1[N:6]=[C:2]2[N:1]=[C:17]([OH:18])[C:16]([C:10]3[CH:15]=[CH:14][CH:13]=[CH:12][CH:11]=3)=[C:22]([OH:23])[N:3]2[N:4]=1)([CH3:9])[CH3:8]. (4) Given the reactants [C:1]([C:3]1[CH:44]=[CH:43][C:6]([CH2:7][N:8]([CH2:21][C:22]2[CH:27]=[CH:26][C:25]([O:28][C:29]3[CH:34]=[CH:33][CH:32]=[C:31](/[CH:35]=[CH:36]/[C:37]4[CH:38]=[N:39][CH:40]=[CH:41][CH:42]=4)[CH:30]=3)=[CH:24][CH:23]=2)[C:9]2[C:10]([CH3:20])=[C:11]([NH:15][S:16]([CH3:19])(=[O:18])=[O:17])[CH:12]=[CH:13][CH:14]=2)=[CH:5][CH:4]=1)#[N:2], predict the reaction product. The product is: [C:1]([C:3]1[CH:4]=[CH:5][C:6]([CH2:7][N:8]([CH2:21][C:22]2[CH:27]=[CH:26][C:25]([O:28][C:29]3[CH:34]=[CH:33][CH:32]=[C:31]([CH2:35][CH2:36][C:37]4[CH:38]=[N:39][CH:40]=[CH:41][CH:42]=4)[CH:30]=3)=[CH:24][CH:23]=2)[C:9]2[C:10]([CH3:20])=[C:11]([NH:15][S:16]([CH3:19])(=[O:17])=[O:18])[CH:12]=[CH:13][CH:14]=2)=[CH:43][CH:44]=1)#[N:2]. (5) Given the reactants Cl.[C:2]([C:4]1[N:5]=[CH:6][C:7]([NH:10][C:11]([NH:13][C:14]2[CH:19]=[C:18]([CH3:20])[CH:17]=[CH:16][C:15]=2[O:21][CH2:22][CH:23]2[O:28][CH2:27][CH2:26][NH:25][CH2:24]2)=[O:12])=[N:8][CH:9]=1)#[N:3].C=O.[C:31](O[BH-](OC(=O)C)OC(=O)C)(=O)C.[Na+], predict the reaction product. The product is: [C:2]([C:4]1[N:5]=[CH:6][C:7]([NH:10][C:11]([NH:13][C:14]2[CH:19]=[C:18]([CH3:20])[CH:17]=[CH:16][C:15]=2[O:21][CH2:22][CH:23]2[O:28][CH2:27][CH2:26][N:25]([CH3:31])[CH2:24]2)=[O:12])=[N:8][CH:9]=1)#[N:3]. (6) Given the reactants [C:1]([O:5][C:6]([N:8]1[CH2:13][CH2:12][O:11][CH2:10][CH:9]1[C:14]([OH:16])=O)=[O:7])([CH3:4])([CH3:3])[CH3:2].[N:17]1C=CC=CC=1, predict the reaction product. The product is: [NH2:17][C:14]([CH:9]1[CH2:10][O:11][CH2:12][CH2:13][N:8]1[C:6]([O:5][C:1]([CH3:4])([CH3:3])[CH3:2])=[O:7])=[O:16]. (7) Given the reactants [Se-2:1].[Na+].[Na+].Cl[C:5]1[CH2:10][CH2:9][CH2:8][CH2:7][C:6]=1[C:11]#[N:12].Cl[CH2:14][C:15]#[N:16].C[O-].[Na+], predict the reaction product. The product is: [NH2:12][C:11]1[C:6]2[CH2:7][CH2:8][CH2:9][CH2:10][C:5]=2[Se:1][C:14]=1[C:15]#[N:16].